From a dataset of Reaction yield outcomes from USPTO patents with 853,638 reactions. Predict the reaction yield, written as a fraction of the theoretical maximum amount of product (1.0 means a 100% yield; for example, 0.34 means a 34% yield). The reactants are [F:1][C:2]1[CH:3]=[C:4]([CH:50]=[CH:51][CH:52]=1)[CH2:5][N:6]1[C:10]([CH3:11])=[C:9]([C:12]2[C:20]3[C:15](=[N:16][CH:17]=[C:18]([C:21]4[CH:26]=[CH:25][C:24]([N:27]5[CH2:32][CH2:31][N:30](C(OC(C)(C)C)=O)[CH2:29][CH2:28]5)=[CH:23][CH:22]=4)[CH:19]=3)[N:14]([S:40]([C:43]3[CH:49]=[CH:48][C:46]([CH3:47])=[CH:45][CH:44]=3)(=[O:42])=[O:41])[CH:13]=2)[CH:8]=[N:7]1.[ClH:53]. The catalyst is CCOCC. The product is [ClH:53].[F:1][C:2]1[CH:3]=[C:4]([CH:50]=[CH:51][CH:52]=1)[CH2:5][N:6]1[C:10]([CH3:11])=[C:9]([C:12]2[C:20]3[C:15](=[N:16][CH:17]=[C:18]([C:21]4[CH:26]=[CH:25][C:24]([N:27]5[CH2:32][CH2:31][NH:30][CH2:29][CH2:28]5)=[CH:23][CH:22]=4)[CH:19]=3)[N:14]([S:40]([C:43]3[CH:49]=[CH:48][C:46]([CH3:47])=[CH:45][CH:44]=3)(=[O:41])=[O:42])[CH:13]=2)[CH:8]=[N:7]1. The yield is 0.961.